Dataset: Experimentally validated miRNA-target interactions with 360,000+ pairs, plus equal number of negative samples. Task: Binary Classification. Given a miRNA mature sequence and a target amino acid sequence, predict their likelihood of interaction. (1) The miRNA is hsa-miR-6847-5p with sequence ACAGAGGACAGUGGAGUGUGAGC. The protein sequence of the target gene is MASSAQSGGSSGGPAVPTVQRGIIKMVLSGCAIIVRGQPRGGPPPERQINLSNIRAGNLARRAAATQPDAKDTPDEPWAFPAREFLRKKLIGKEVCFTIENKTPQGREYGMIYLGKDTNGENIAESLVAEGLATRREGMRANNPEQNRLSECEEQAKAAKKGMWSEGNGSHTIRDLKYTIENPRHFVDSHHQKPVNAIIEHVRDGSVVRALLLPDYYLVTVMLSGIKCPTFRREADGSETPEPFAAEAKFFTESRLLQRDVQIILESCHNQNILGTILHPNGNITELLLKEGFARCVDWS.... Result: 0 (no interaction). (2) The miRNA is mmu-miR-669o-5p with sequence UAGUUGUGUGUGCAUGUUUAUGU. The protein sequence of the target gene is MNMSVLTLQEYEFEKQFNENEAIQWMQENWKKSFLFSALYAAFIFGGRHLMNKRAKFELRKPLVLWSLTLAVFSIFGALRTGAYMLYILMTKGLKQSVCDQSFYNGPVSKFWAYAFVLSKAPELGDTIFIILRKQKLIFLHWYHHITVLLYSWYSYKDMVAGGGWFMTMNYGVHAVMYSYYALRAAGFRVSRKFAMFITLSQITQMLMGCVINYLVFNWMQHDNDQCYSHFQNIFWSSLMYLSYLVLFCHFFFEAYIGKVKKATKAE. Result: 0 (no interaction). (3) The miRNA is mmu-miR-5106 with sequence AGGUCUGUAGCUCAGUUGGCAGA. Result: 0 (no interaction). The protein sequence of the target gene is MAVPGEAEEEATVYLVVSGIPSVLRSAHLRSYFSQFREERGGGFLCFHYRHRPERAPPQAAPNSALIPTDPAAEGQLLSQTSATDVRPLSTRDSTPIQTRTCCCVISVRGLAQAQRLIRMYSGRRWLDSHGTWLPGRCLIRRLRLPTEASGLGSFPFKTRKELQSWKAENEAFTLADLKQLPELNPPVLMPRGNVGTPLRVFLELIRACRLPPRIITQLQLQFPKTGSSRRYGNVPFEYEDSETVEQEELVYTAEGEEIPQGTYLADIPASPCGEPEEEVGKEEEEESHSDEDDDRGEEW.... (4) The miRNA is hsa-miR-105-3p with sequence ACGGAUGUUUGAGCAUGUGCUA. The protein sequence of the target gene is MEPAVSLAVCALLFLLWVRVKGLEFVLIHQRWVFVCLFLLPLSLIFDIYYYVRAWVVFKLSSAPRLHEQRVRDIQKQVREWKEQGSKTFMCTGRPGWLTVSLRVGKYKKTHKNIMINLMDILEVDTKKQIVRVEPLVSMGQVTALLNSIGWTLPVLPELDDLTVGGLIMGTGIESSSHKYGLFQHICTAYELILADGSFVRCTPSENSDLFYAVPWSCGTLGFLVAAEIRIIPAKKYVKLRFEPVRGLEAICEKFTRESQRLENHFVEGLLYSLDEAVIMTGVMTDDVEPSKLNSIGSYY.... Result: 0 (no interaction).